This data is from Full USPTO retrosynthesis dataset with 1.9M reactions from patents (1976-2016). The task is: Predict the reactants needed to synthesize the given product. Given the product [NH:38]1[CH2:41][CH:40]([C:42]2[CH:47]=[C:46]([Cl:48])[CH:45]=[CH:44][C:43]=2[O:49][C:3]2[C:2]([Cl:1])=[CH:7][C:6]([S:8]([NH:11][C:23]3[S:24][C:25]([Cl:28])=[CH:26][N:27]=3)(=[O:9])=[O:10])=[C:5]([F:29])[CH:4]=2)[CH2:39]1, predict the reactants needed to synthesize it. The reactants are: [Cl:1][C:2]1[C:3](F)=[CH:4][C:5]([F:29])=[C:6]([S:8]([N:11]([C:23]2[S:24][C:25]([Cl:28])=[CH:26][N:27]=2)CC2C=CC(OC)=CC=2OC)(=[O:10])=[O:9])[CH:7]=1.C(OC([N:38]1[CH2:41][CH:40]([C:42]2[CH:47]=[C:46]([Cl:48])[CH:45]=[CH:44][C:43]=2[OH:49])[CH2:39]1)=O)(C)(C)C.FC(F)(F)C(O)=O.